This data is from Forward reaction prediction with 1.9M reactions from USPTO patents (1976-2016). The task is: Predict the product of the given reaction. (1) The product is: [Br:1][C:2]1[CH:9]=[CH:8][C:5]([CH2:6][O:7][CH:12]2[CH2:13][CH2:14][CH2:15][CH2:16][O:11]2)=[C:4]([F:10])[CH:3]=1. Given the reactants [Br:1][C:2]1[CH:9]=[CH:8][C:5]([CH2:6][OH:7])=[C:4]([F:10])[CH:3]=1.[O:11]1[CH:16]=[CH:15][CH2:14][CH2:13][CH2:12]1, predict the reaction product. (2) Given the reactants [CH2:1]([O:5][CH2:6][CH2:7][CH2:8][CH2:9][O:10][C:11]1[CH:16]=[CH:15][C:14]([C:17]2[CH:22]=[CH:21][C:20]([C:23]([OH:25])=[O:24])=[CH:19][CH:18]=2)=[C:13]([F:26])[C:12]=1[F:27])[CH2:2][CH2:3][CH3:4].[F:28][C:29]([F:48])([F:47])[C@H:30]([O:37][C:38](=[O:46])[C:39]1[CH:44]=[CH:43][C:42](O)=[CH:41][CH:40]=1)[CH2:31][CH2:32][CH2:33][CH2:34][CH2:35][CH3:36].[CH3:49]N(C1C=CC=CN=1)C, predict the reaction product. The product is: [F:28][C:29]([F:48])([F:47])[C@H:30]([O:37][C:38]([C:39]1[CH:44]=[CH:43][C:42]([O:24][C:23]([C:20]2[CH:19]=[CH:18][C:17]([C:14]3[CH:15]=[CH:16][C:11]([O:10][CH2:9][CH2:8][CH2:7][CH2:6][O:5][CH2:1][CH2:2][CH2:3][CH2:4][CH3:49])=[C:12]([F:27])[C:13]=3[F:26])=[CH:22][CH:21]=2)=[O:25])=[CH:41][CH:40]=1)=[O:46])[CH2:31][CH2:32][CH2:33][CH2:34][CH2:35][CH3:36]. (3) Given the reactants [CH3:1][O:2][C:3]1[CH:4]=[C:5]2[C:10](=[CH:11][C:12]=1[O:13][CH3:14])[CH2:9][N:8](C[N:8]1[CH2:7][CH2:6][C:5]3[C:10](=[CH:11][C:12]([O:13][CH3:14])=[C:3]([O:2][CH3:1])[CH:4]=3)[CH2:9]1)[CH2:7][CH2:6]2.[ClH:30], predict the reaction product. The product is: [ClH:30].[CH3:1][O:2][C:3]1[CH:4]=[C:5]2[C:10](=[CH:11][C:12]=1[O:13][CH3:14])[CH2:9][NH:8][CH2:7][CH2:6]2.